From a dataset of Forward reaction prediction with 1.9M reactions from USPTO patents (1976-2016). Predict the product of the given reaction. (1) Given the reactants [NH2:1][C:2]1[N:3]=[C:4]([OH:17])[C:5]2[CH2:12][CH2:11][CH2:10][C:9]3[CH:13]=[CH:14][CH:15]=[CH:16][C:8]=3[C:6]=2[N:7]=1.[S:18](Cl)([C:21]1[CH:27]=[CH:26][C:24]([CH3:25])=[CH:23][CH:22]=1)(=[O:20])=[O:19].C(N(CC)CC)C, predict the reaction product. The product is: [CH3:25][C:24]1[CH:26]=[CH:27][C:21]([S:18]([O:17][C:4]2[C:5]3[CH2:12][CH2:11][CH2:10][C:9]4[CH:13]=[CH:14][CH:15]=[CH:16][C:8]=4[C:6]=3[N:7]=[C:2]([NH2:1])[N:3]=2)(=[O:20])=[O:19])=[CH:22][CH:23]=1. (2) Given the reactants [CH3:1][O:2][C@H:3]1[CH2:8][CH2:7][CH2:6][C@H:5]([O:9][C:10]2[C:15]([NH:16][C:17]3[C:18]4[C:25]([CH3:26])=[C:24]([C:27](O)=[O:28])[S:23][C:19]=4[N:20]=[CH:21][N:22]=3)=[CH:14][CH:13]=[CH:12][N:11]=2)[CH2:4]1.N.C[N:32](C(ON1N=NC2C=CC=CC1=2)=[N+](C)C)C.[B-](F)(F)(F)F, predict the reaction product. The product is: [CH3:1][O:2][C@H:3]1[CH2:8][CH2:7][CH2:6][C@H:5]([O:9][C:10]2[C:15]([NH:16][C:17]3[C:18]4[C:25]([CH3:26])=[C:24]([C:27]([NH2:32])=[O:28])[S:23][C:19]=4[N:20]=[CH:21][N:22]=3)=[CH:14][CH:13]=[CH:12][N:11]=2)[CH2:4]1. (3) Given the reactants C[O:2][C:3]1[CH:4]=[C:5]2[C:9](=[CH:10][CH:11]=1)[NH:8][C:7]([C:12]([F:15])([F:14])[F:13])=[CH:6]2.B(Br)(Br)Br.C(=O)([O-])O.[Na+], predict the reaction product. The product is: [OH:2][C:3]1[CH:4]=[C:5]2[C:9](=[CH:10][CH:11]=1)[NH:8][C:7]([C:12]([F:15])([F:13])[F:14])=[CH:6]2. (4) Given the reactants C(OC([N:8]1[CH2:13][CH2:12][CH2:11][CH:10]([NH:14][C:15]([C:17]2[C:25]3[C:20](=[N:21][CH:22]=[C:23]([CH:26]4[CH2:28][CH2:27]4)[N:24]=3)[N:19]([CH2:29][O:30][CH2:31][CH2:32][Si:33]([CH3:36])([CH3:35])[CH3:34])[CH:18]=2)=[O:16])[CH2:9]1)=O)(C)(C)C.C([Cl:40])(=O)C, predict the reaction product. The product is: [ClH:40].[NH:8]1[CH2:13][CH2:12][CH2:11][CH:10]([NH:14][C:15]([C:17]2[C:25]3[C:20](=[N:21][CH:22]=[C:23]([CH:26]4[CH2:28][CH2:27]4)[N:24]=3)[N:19]([CH2:29][O:30][CH2:31][CH2:32][Si:33]([CH3:36])([CH3:35])[CH3:34])[CH:18]=2)=[O:16])[CH2:9]1. (5) Given the reactants [OH:1][C:2]1[CH:3]=[C:4]([CH2:8][C:9]([OH:11])=[O:10])[CH:5]=[CH:6][CH:7]=1.S(=O)(=O)(O)O.[CH3:17]O, predict the reaction product. The product is: [OH:1][C:2]1[CH:3]=[C:4]([CH2:8][C:9]([O:11][CH3:17])=[O:10])[CH:5]=[CH:6][CH:7]=1. (6) The product is: [CH2:1]([C:6]1[N:11]=[CH:10][C:9]([NH:12][C:13]([C@@H:15]2[CH2:24][C:23]3[C:18](=[CH:19][CH:20]=[CH:21][CH:22]=3)[CH2:17][NH:16]2)=[O:14])=[CH:8][CH:7]=1)[CH2:2][CH2:3][CH2:4][CH3:5]. Given the reactants [CH2:1]([C:6]1[N:11]=[CH:10][C:9]([NH:12][C:13]([C@@H:15]2[CH2:24][C:23]3[C:18](=[CH:19][CH:20]=[CH:21][CH:22]=3)[CH2:17][N:16]2C(OC(C)(C)C)=O)=[O:14])=[CH:8][CH:7]=1)[CH2:2][CH2:3][CH2:4][CH3:5].FC(F)(F)C(O)=O, predict the reaction product. (7) Given the reactants [H-].[Na+].[Si:3]([O:10][CH:11]1[CH2:14][N:13]([CH2:15][C@H:16]([OH:27])[C:17]([NH:19][C:20]2[CH:25]=[N:24][C:23]([CH3:26])=[CH:22][N:21]=2)=[O:18])[CH2:12]1)([C:6]([CH3:9])([CH3:8])[CH3:7])([CH3:5])[CH3:4].Cl[C:29]1[N:34]=[CH:33][N:32]=[C:31]2[N:35]([C:38]3[CH:43]=[CH:42][CH:41]=[CH:40][C:39]=3[Cl:44])[N:36]=[CH:37][C:30]=12.C(O)(=O)CC(CC(O)=O)(C(O)=O)O, predict the reaction product. The product is: [Si:3]([O:10][CH:11]1[CH2:12][N:13]([CH2:15][C@H:16]([O:27][C:29]2[N:34]=[CH:33][N:32]=[C:31]3[N:35]([C:38]4[CH:43]=[CH:42][CH:41]=[CH:40][C:39]=4[Cl:44])[N:36]=[CH:37][C:30]=23)[C:17]([NH:19][C:20]2[CH:25]=[N:24][C:23]([CH3:26])=[CH:22][N:21]=2)=[O:18])[CH2:14]1)([C:6]([CH3:9])([CH3:8])[CH3:7])([CH3:4])[CH3:5].